This data is from Catalyst prediction with 721,799 reactions and 888 catalyst types from USPTO. The task is: Predict which catalyst facilitates the given reaction. (1) Reactant: [CH3:1][O:2][C:3](=[O:19])[C:4]1[CH:9]=[CH:8][C:7]([CH:10]([CH:17]=[O:18])[CH2:11][CH2:12][CH2:13][CH2:14][CH2:15][CH3:16])=[CH:6][CH:5]=1.[BH4-].[Na+]. Product: [CH3:1][O:2][C:3](=[O:19])[C:4]1[CH:9]=[CH:8][C:7]([CH:10]([CH2:17][OH:18])[CH2:11][CH2:12][CH2:13][CH2:14][CH2:15][CH3:16])=[CH:6][CH:5]=1. The catalyst class is: 8. (2) Reactant: [CH3:1][O:2][C:3](=[O:9])[C@@H:4]([OH:8])[CH:5]([CH3:7])[CH3:6].C[Si]([N-][Si](C)(C)C)(C)C.[Na+].[CH3:20][CH:21]([CH:31]=[CH2:32])[CH2:22]OS(C(F)(F)F)(=O)=O.[Cl-].[NH4+]. Product: [CH3:1][O:2][C:3](=[O:9])[C@@H:4]([O:8][CH2:20][CH:21]([CH3:22])[CH:31]=[CH2:32])[CH:5]([CH3:7])[CH3:6]. The catalyst class is: 7. (3) Reactant: [Cl:1][C:2]1[CH:7]=[C:6]([CH2:8][N:9]2[C:13]([CH3:14])=[N:12][C:11]([C:15]([O:17]CC)=O)=[N:10]2)[CH:5]=[CH:4][N:3]=1.[NH2:20][NH2:21].O. Product: [Cl:1][C:2]1[CH:7]=[C:6]([CH2:8][N:9]2[C:13]([CH3:14])=[N:12][C:11]([C:15]([NH:20][NH2:21])=[O:17])=[N:10]2)[CH:5]=[CH:4][N:3]=1. The catalyst class is: 5. (4) Reactant: [C:1]([O:5][C:6](=[O:33])[NH:7][C@@H:8]([CH2:20][C:21]1[C:29]2[C:24](=[CH:25][CH:26]=[C:27]([N+:30]([O-:32])=[O:31])[CH:28]=2)[NH:23][CH:22]=1)[C:9]([N:11]1[CH2:15][C@@H:14]([F:16])[CH2:13][C@H:12]1[C:17](=O)[NH2:18])=[O:10])([CH3:4])([CH3:3])[CH3:2].N1C=CN=C1.P(Cl)(Cl)(Cl)=O. Product: [C:1]([O:5][C:6](=[O:33])[NH:7][C@@H:8]([CH2:20][C:21]1[C:29]2[C:24](=[CH:25][CH:26]=[C:27]([N+:30]([O-:32])=[O:31])[CH:28]=2)[NH:23][CH:22]=1)[C:9]([N:11]1[CH2:15][C@@H:14]([F:16])[CH2:13][C@H:12]1[C:17]#[N:18])=[O:10])([CH3:4])([CH3:2])[CH3:3]. The catalyst class is: 17. (5) Reactant: Br.[NH2:2][C@@H:3]([CH2:7][C:8]1[CH:13]=[CH:12][C:11]([OH:14])=[CH:10][C:9]=1[F:15])[C:4]([OH:6])=[O:5].C(N(CC)CC)C.[C:23](O[C:23]([O:25][C:26]([CH3:29])([CH3:28])[CH3:27])=[O:24])([O:25][C:26]([CH3:29])([CH3:28])[CH3:27])=[O:24]. The catalyst class is: 38. Product: [C:26]([O:25][C:23]([NH:2][C@@H:3]([CH2:7][C:8]1[CH:13]=[CH:12][C:11]([OH:14])=[CH:10][C:9]=1[F:15])[C:4]([OH:6])=[O:5])=[O:24])([CH3:29])([CH3:28])[CH3:27]. (6) The catalyst class is: 12. Product: [C:1]([O:5][C:6]([N:8]1[CH2:13][CH2:12][C@H:11]([O:14][C:15]2[CH:20]=[CH:19][CH:18]=[C:17]([NH:21][C:26](=[O:27])[C:25]3[CH:29]=[CH:30][C:31]([F:33])=[CH:32][C:24]=3[Cl:23])[N:16]=2)[CH2:10][C@@H:9]1[CH3:22])=[O:7])([CH3:4])([CH3:2])[CH3:3]. Reactant: [C:1]([O:5][C:6]([N:8]1[CH2:13][CH2:12][C@H:11]([O:14][C:15]2[CH:20]=[CH:19][CH:18]=[C:17]([NH2:21])[N:16]=2)[CH2:10][C@@H:9]1[CH3:22])=[O:7])([CH3:4])([CH3:3])[CH3:2].[Cl:23][C:24]1[CH:32]=[C:31]([F:33])[CH:30]=[CH:29][C:25]=1[C:26](Cl)=[O:27]. (7) Product: [CH3:9][O:8][C:3]#[C:2][C:11]1[CH:33]=[CH:32][CH:31]=[CH:35][C:10]=1[C:12]1[CH:21]=[CH:20][C:15]([C:16]([O:18][CH3:19])=[O:17])=[CH:14][CH:13]=1. Reactant: I[C:2]1C=CC=C[C:3]=1[O:8][CH3:9].[C:10]([C:12]1[CH:21]=[CH:20][C:15]([C:16]([O:18][CH3:19])=[O:17])=[CH:14][CH:13]=1)#[CH:11].C(N(C(C)C)CC)(C)C.[CH2:31]1[CH2:35]O[CH2:33][CH2:32]1. The catalyst class is: 724. (8) Reactant: [Cl:1][C:2]1[CH:3]=[N+:4]([O-:23])[CH:5]=[C:6]([Cl:22])[C:7]=1[CH2:8][C@@H:9]([C:11]1[CH:16]=[CH:15][C:14]([O:17][CH:18]([F:20])[F:19])=[C:13]([OH:21])[CH:12]=1)[OH:10].[C:24]([O-])([O-])=O.[K+].[K+].IC.O. Product: [Cl:22][C:6]1[CH:5]=[N+:4]([O-:23])[CH:3]=[C:2]([Cl:1])[C:7]=1[CH2:8][C@@H:9]([C:11]1[CH:16]=[CH:15][C:14]([O:17][CH:18]([F:20])[F:19])=[C:13]([O:21][CH3:24])[CH:12]=1)[OH:10]. The catalyst class is: 3.